Dataset: Forward reaction prediction with 1.9M reactions from USPTO patents (1976-2016). Task: Predict the product of the given reaction. (1) Given the reactants [CH2:1]([O:3][C:4](=[O:13])[C:5]([CH2:9][CH2:10][C:11]#[N:12])=[C:6]([NH2:8])[NH2:7])[CH3:2].[H-].[Na+], predict the reaction product. The product is: [CH2:1]([O:3][C:4](=[O:13])[C:5]1[CH2:9][CH2:10][C:11]([NH2:12])=[N:8][C:6]=1[NH2:7])[CH3:2]. (2) Given the reactants [Cl:1][C:2]1[CH:29]=[C:28]([Cl:30])[CH:27]=[CH:26][C:3]=1[CH2:4][O:5][C@@H:6]1[C@@H:12]([CH2:13][O:14][CH2:15][C:16]2[CH:21]=[CH:20][C:19]([Cl:22])=[CH:18][C:17]=2[Cl:23])[O:11][C@H:8](OC)[C@:7]1([CH3:25])[OH:24].Br.[Na].[Cl:33][C:34]1[N:39]=[CH:38][NH:37][C:36]2=[N:40][CH:41]=[CH:42][C:35]=12.C(#N)C, predict the reaction product. The product is: [Cl:33][C:34]1[C:35]2[CH:42]=[CH:41][N:40]([C@@H:8]3[O:11][C@H:12]([CH2:13][O:14][CH2:15][C:16]4[CH:21]=[CH:20][C:19]([Cl:22])=[CH:18][C:17]=4[Cl:23])[C@@H:6]([O:5][CH2:4][C:3]4[CH:26]=[CH:27][C:28]([Cl:30])=[CH:29][C:2]=4[Cl:1])[C@@:7]3([CH3:25])[OH:24])[C:36]=2[N:37]=[CH:38][N:39]=1. (3) The product is: [CH3:16][N:17]1[CH:21]=[C:20]([CH2:22][NH:23][C:2]2[N:7]3[N:8]=[CH:9][CH:10]=[C:6]3[N:5]=[C:4]([C:11]([O:13][CH2:14][CH3:15])=[O:12])[CH:3]=2)[CH:19]=[N:18]1. Given the reactants Cl[C:2]1[N:7]2[N:8]=[CH:9][CH:10]=[C:6]2[N:5]=[C:4]([C:11]([O:13][CH2:14][CH3:15])=[O:12])[CH:3]=1.[CH3:16][N:17]1[CH:21]=[C:20]([CH2:22][NH2:23])[CH:19]=[N:18]1.C(N(CC)CC)C.O, predict the reaction product.